Task: Predict the reactants needed to synthesize the given product.. Dataset: Full USPTO retrosynthesis dataset with 1.9M reactions from patents (1976-2016) (1) Given the product [OH:8][C:9]1[CH:10]=[CH:11][C:12]([O:13][CH2:14][CH:15]2[CH2:16][CH2:17][N:18]([C:21]([O:23][C:24]([CH3:25])([CH3:26])[CH3:27])=[O:22])[CH2:19][CH2:20]2)=[CH:28][CH:29]=1, predict the reactants needed to synthesize it. The reactants are: C([O:8][C:9]1[CH:29]=[CH:28][C:12]([O:13][CH2:14][CH:15]2[CH2:20][CH2:19][N:18]([C:21]([O:23][C:24]([CH3:27])([CH3:26])[CH3:25])=[O:22])[CH2:17][CH2:16]2)=[CH:11][CH:10]=1)C1C=CC=CC=1. (2) Given the product [CH3:10][CH:9]([CH3:11])[CH2:8][CH:7]([NH:12][C:13]([C:15]1[N:16]=[N:17][C:18]([N:21]2[CH2:22][CH2:23][N:24]([C:27](=[O:38])[C:28]3[CH:33]=[CH:32][CH:31]=[CH:30][C:29]=3[C:34]([F:37])([F:36])[F:35])[CH2:25][CH2:26]2)=[CH:19][CH:20]=1)=[O:14])[C:6]([OH:39])=[O:5], predict the reactants needed to synthesize it. The reactants are: [H-].[OH-].[Li+].C[O:5][C:6](=[O:39])[CH:7]([NH:12][C:13]([C:15]1[N:16]=[N:17][C:18]([N:21]2[CH2:26][CH2:25][N:24]([C:27](=[O:38])[C:28]3[CH:33]=[CH:32][CH:31]=[CH:30][C:29]=3[C:34]([F:37])([F:36])[F:35])[CH2:23][CH2:22]2)=[CH:19][CH:20]=1)=[O:14])[CH2:8][CH:9]([CH3:11])[CH3:10]. (3) Given the product [N:48]1([C:43]([C:42]2[CH:41]=[CH:40][C:39]([C:37]3[N:36]=[CH:35][C:34]4[C:25](=[O:24])[C:26]5[CH:27]=[CH:28][CH:29]=[CH:30][C:31]=5[O:32][C:33]=4[CH:38]=3)=[CH:47][CH:46]=2)=[O:44])[CH2:53][CH2:52][O:51][CH2:50][CH2:49]1, predict the reactants needed to synthesize it. The reactants are: C1C=CC2N(O)N=NC=2C=1.C(Cl)CCl.CCN(C(C)C)C(C)C.[O:24]=[C:25]1[C:34]2[CH:35]=[N:36][C:37]([C:39]3[CH:47]=[CH:46][C:42]([C:43](O)=[O:44])=[CH:41][CH:40]=3)=[CH:38][C:33]=2[O:32][C:31]2[CH:30]=[CH:29][CH:28]=[CH:27][C:26]1=2.[NH:48]1[CH2:53][CH2:52][O:51][CH2:50][CH2:49]1. (4) The reactants are: [Br:1][C:2]1[C:3]([Cl:29])=[CH:4][CH:5]=[C:6]2[C:10]=1[NH:9][C:8]([C:11]([O:13][CH2:14][CH3:15])=[O:12])=[C:7]2[CH2:16][CH2:17][CH2:18][O:19][C:20]1[CH:25]=[C:24]([CH3:26])[C:23]([Cl:27])=[C:22]([CH3:28])[CH:21]=1.Br[CH2:31][CH:32]=[CH2:33].C([O-])([O-])=O.[Cs+].[Cs+]. Given the product [CH2:33]([N:9]1[C:10]2[C:6](=[CH:5][CH:4]=[C:3]([Cl:29])[C:2]=2[Br:1])[C:7]([CH2:16][CH2:17][CH2:18][O:19][C:20]2[CH:25]=[C:24]([CH3:26])[C:23]([Cl:27])=[C:22]([CH3:28])[CH:21]=2)=[C:8]1[C:11]([O:13][CH2:14][CH3:15])=[O:12])[CH:32]=[CH2:31], predict the reactants needed to synthesize it.